From a dataset of Catalyst prediction with 721,799 reactions and 888 catalyst types from USPTO. Predict which catalyst facilitates the given reaction. (1) Reactant: Br[C:2]1[C:3]([CH3:21])=[N:4][N:5]([CH2:14][C:15]2[CH:20]=[CH:19][CH:18]=[CH:17][N:16]=2)[C:6]=1[C:7]1[CH:12]=[CH:11][C:10]([F:13])=[CH:9][CH:8]=1.CC1(C)C(C)(C)OB([C:30]2[CH:31]=[CH:32][C:33]3[O:38][CH2:37][C:36](=[O:39])[NH:35][C:34]=3[CH:40]=2)O1.C(=O)([O-])[O-].[Cs+].[Cs+]. Product: [F:13][C:10]1[CH:11]=[CH:12][C:7]([C:6]2[N:5]([CH2:14][C:15]3[CH:20]=[CH:19][CH:18]=[CH:17][N:16]=3)[N:4]=[C:3]([CH3:21])[C:2]=2[C:30]2[CH:31]=[CH:32][C:33]3[O:38][CH2:37][C:36](=[O:39])[NH:35][C:34]=3[CH:40]=2)=[CH:8][CH:9]=1. The catalyst class is: 12. (2) Reactant: [F:1][C:2]([F:42])([F:41])[C:3]1[CH:4]=[C:5]([CH:34]=[C:35]([C:37]([F:40])([F:39])[F:38])[CH:36]=1)[CH2:6][N:7]([CH2:15][C:16]1[CH:21]=[C:20]([C:22]([F:25])([F:24])[F:23])[CH:19]=[CH:18][C:17]=1[N:26]([CH2:30][CH:31]1[CH2:33][CH2:32]1)[CH2:27][CH2:28][CH3:29])[C:8]1[N:13]=[CH:12][C:11]([OH:14])=[CH:10][N:9]=1.Br[CH2:44][CH2:45][CH2:46][C:47]([O:49][CH2:50][CH3:51])=[O:48].C(=O)([O-])[O-].[K+].[K+].C(OCC)(=O)C. Product: [F:42][C:2]([F:1])([F:41])[C:3]1[CH:4]=[C:5]([CH:34]=[C:35]([C:37]([F:38])([F:39])[F:40])[CH:36]=1)[CH2:6][N:7]([CH2:15][C:16]1[CH:21]=[C:20]([C:22]([F:25])([F:24])[F:23])[CH:19]=[CH:18][C:17]=1[N:26]([CH2:30][CH:31]1[CH2:33][CH2:32]1)[CH2:27][CH2:28][CH3:29])[C:8]1[N:9]=[CH:10][C:11]([O:14][CH2:44][CH2:45][CH2:46][C:47]([O:49][CH2:50][CH3:51])=[O:48])=[CH:12][N:13]=1. The catalyst class is: 9.